Dataset: Full USPTO retrosynthesis dataset with 1.9M reactions from patents (1976-2016). Task: Predict the reactants needed to synthesize the given product. (1) Given the product [NH2:7][CH2:6][CH2:5][CH2:4][CH2:3][C:2]([C:15]1[CH:16]=[C:17]([F:23])[C:18]([F:22])=[C:19]([F:21])[CH:20]=1)=[O:1], predict the reactants needed to synthesize it. The reactants are: [O:1]=[C:2]([C:15]1[CH:20]=[C:19]([F:21])[C:18]([F:22])=[C:17]([F:23])[CH:16]=1)[CH2:3][CH2:4][CH2:5][CH2:6][NH:7]C(=O)OC(C)(C)C. (2) Given the product [C:11]([C:13]([C:14]([O:16][CH3:17])=[O:15])=[CH:1][CH:3]1[CH2:5][CH:4]1[C:6]([O:8][CH2:9][CH3:10])=[O:7])#[N:12], predict the reactants needed to synthesize it. The reactants are: [CH:1]([CH:3]1[CH2:5][CH:4]1[C:6]([O:8][CH2:9][CH3:10])=[O:7])=O.[C:11]([CH2:13][C:14]([O:16][CH3:17])=[O:15])#[N:12].N1CCCCC1.O. (3) Given the product [F:8][C:7]1[C:2](/[N:1]=[CH:12]/[N:13]([CH3:15])[CH3:14])=[N:3][C:4](=[O:9])[NH:5][CH:6]=1, predict the reactants needed to synthesize it. The reactants are: [NH2:1][C:2]1[C:7]([F:8])=[CH:6][N:5]=[C:4]([OH:9])[N:3]=1.CO[CH:12](OC)[N:13]([CH3:15])[CH3:14]. (4) Given the product [CH3:1][C:2]1[CH:7]=[CH:6][C:5]([S:8]([O:11][CH2:12][CH:13]2[CH2:17][C:16]3[CH:18]=[CH:19][CH:20]=[C:21]([C:28]4[CH:29]=[CH:30][C:25]([C:24]([F:35])([F:34])[F:23])=[CH:26][CH:27]=4)[C:15]=3[O:14]2)(=[O:10])=[O:9])=[CH:4][CH:3]=1, predict the reactants needed to synthesize it. The reactants are: [CH3:1][C:2]1[CH:7]=[CH:6][C:5]([S:8]([O:11][CH2:12][CH:13]2[CH2:17][C:16]3[CH:18]=[CH:19][CH:20]=[C:21](Br)[C:15]=3[O:14]2)(=[O:10])=[O:9])=[CH:4][CH:3]=1.[F:23][C:24]([F:35])([F:34])[C:25]1[CH:30]=[CH:29][C:28](B(O)O)=[CH:27][CH:26]=1.C(=O)([O-])[O-].[K+].[K+].CC1C=CC(S(OCC2CC3C(C4C=CC=CC=4)=CC=CC=3O2)(=O)=O)=CC=1.